This data is from HIV replication inhibition screening data with 41,000+ compounds from the AIDS Antiviral Screen. The task is: Binary Classification. Given a drug SMILES string, predict its activity (active/inactive) in a high-throughput screening assay against a specified biological target. The molecule is O=C1CCS(=O)(=O)O1. The result is 0 (inactive).